Dataset: Forward reaction prediction with 1.9M reactions from USPTO patents (1976-2016). Task: Predict the product of the given reaction. (1) Given the reactants CS(N)(=O)=O.[OH2:6].[CH3:7][C:8]([O:11][C:12]([N:14](/[CH:22]=[CH:23]/[CH2:24][CH2:25][CH3:26])[C:15]([O:17]C(C)(C)C)=[O:16])=[O:13])([CH3:10])[CH3:9], predict the reaction product. The product is: [OH:6][C@@H:24]([C@@H:23]1[O:16][C:15](=[O:17])[N:14]([C:12]([O:11][C:8]([CH3:10])([CH3:9])[CH3:7])=[O:13])[CH2:22]1)[CH2:25][CH3:26]. (2) Given the reactants C([O:3][C:4]([CH:6]1[CH2:8][CH:7]1[C:9]1[CH:14]=[CH:13][C:12]([O:15][CH3:16])=[C:11]([F:17])[CH:10]=1)=[O:5])C.CO.O.[OH-].[Na+], predict the reaction product. The product is: [F:17][C:11]1[CH:10]=[C:9]([CH:7]2[CH2:8][CH:6]2[C:4]([OH:5])=[O:3])[CH:14]=[CH:13][C:12]=1[O:15][CH3:16]. (3) Given the reactants [O:1]=[C:2]1[CH2:7][N:6]([C:8]([O:10]C2C=CC([N+]([O-])=O)=CC=2)=O)[C:5]2[N:20]=[CH:21][CH:22]=[CH:23][C:4]=2[NH:3]1.Cl.[CH:25]([O:28][C:29]1[CH:34]=[CH:33][C:32]([CH:35]([NH2:38])[CH2:36][CH3:37])=[CH:31][CH:30]=1)([CH3:27])[CH3:26].C(N(CC)CC)C.O, predict the reaction product. The product is: [CH:25]([O:28][C:29]1[CH:30]=[CH:31][C:32]([CH:35]([NH:38][C:8]([N:6]2[CH2:7][C:2](=[O:1])[NH:3][C:4]3[CH:23]=[CH:22][CH:21]=[N:20][C:5]2=3)=[O:10])[CH2:36][CH3:37])=[CH:33][CH:34]=1)([CH3:27])[CH3:26]. (4) Given the reactants [Cl:1][C:2]1[CH:3]=[CH:4][C:5]([SH:21])=[C:6]([NH:8][S:9]([C:12]2[O:13][C:14]3[CH:20]=[CH:19][CH:18]=[CH:17][C:15]=3[CH:16]=2)(=[O:11])=[O:10])[CH:7]=1.CC1(C)C2C=CC=CC=2I([C:32]([F:35])([F:34])[F:33])O1, predict the reaction product. The product is: [Cl:1][C:2]1[CH:3]=[CH:4][C:5]([S:21][C:32]([F:35])([F:34])[F:33])=[C:6]([NH:8][S:9]([C:12]2[O:13][C:14]3[CH:20]=[CH:19][CH:18]=[CH:17][C:15]=3[CH:16]=2)(=[O:11])=[O:10])[CH:7]=1. (5) Given the reactants [CH3:1][CH:2]1[CH2:7][NH:6][CH2:5][CH2:4][NH:3]1.[Br:8][C:9]1[CH:14]=[CH:13][CH:12]=[CH:11][N:10]=1, predict the reaction product. The product is: [BrH:8].[CH3:1][CH:2]1[NH:3][CH2:4][CH2:5][N:6]([C:9]2[CH:14]=[CH:13][CH:12]=[CH:11][N:10]=2)[CH2:7]1. (6) Given the reactants CON(C)[C:4]([CH:6]1[CH2:11][CH2:10][O:9][CH2:8][CH2:7]1)=[O:5].[CH2:13]1COCC1.C[Mg]Br, predict the reaction product. The product is: [C:4]([CH:6]1[CH2:7][CH2:8][O:9][CH2:10][CH2:11]1)(=[O:5])[CH3:13]. (7) Given the reactants [OH:1][C:2]1[C:11]2[C:6](=[CH:7][CH:8]=[CH:9][CH:10]=2)[C:5]([NH:12][S:13]([C:16]2[S:17][CH:18]=[CH:19][CH:20]=2)(=[O:15])=[O:14])=[CH:4][C:3]=1[S:21][CH2:22][C:23]([OH:25])=[O:24].[Cl:26]C1SC(S(/N=C2\C=C(Cl)C(=O)C3C\2=CC=CC=3)(=O)=O)=CC=1, predict the reaction product. The product is: [Cl:26][C:18]1[S:17][C:16]([S:13]([NH:12][C:5]2[C:6]3[C:11](=[CH:10][CH:9]=[CH:8][CH:7]=3)[C:2]([OH:1])=[C:3]([S:21][CH2:22][C:23]([OH:25])=[O:24])[CH:4]=2)(=[O:15])=[O:14])=[CH:20][CH:19]=1.